Dataset: Forward reaction prediction with 1.9M reactions from USPTO patents (1976-2016). Task: Predict the product of the given reaction. Given the reactants COC1C=CC(C[O:8][C:9]2[CH:14]=[CH:13][C:12]([CH:15]([OH:29])[C@@H:16]([S:18][C:19]3[C:24](OCOC)=[CH:23][CH:22]=[CH:21][N:20]=3)[CH3:17])=[CH:11][CH:10]=2)=CC=1.C1(OC)C=CC=CC=1.FC(F)(F)C(O)=O.C(=O)([O-])O.[Na+], predict the reaction product. The product is: [CH3:17][C@H:16]1[C@H:15]([C:12]2[CH:11]=[CH:10][C:9]([OH:8])=[CH:14][CH:13]=2)[O:29][C:24]2[C:19](=[N:20][CH:21]=[CH:22][CH:23]=2)[S:18]1.